Dataset: NCI-60 drug combinations with 297,098 pairs across 59 cell lines. Task: Regression. Given two drug SMILES strings and cell line genomic features, predict the synergy score measuring deviation from expected non-interaction effect. (1) Drug 2: C1=NC2=C(N1)C(=S)N=CN2. Cell line: HOP-92. Drug 1: C1=C(C(=O)NC(=O)N1)F. Synergy scores: CSS=15.0, Synergy_ZIP=-11.7, Synergy_Bliss=-20.4, Synergy_Loewe=-17.2, Synergy_HSA=-13.0. (2) Drug 1: CNC(=O)C1=CC=CC=C1SC2=CC3=C(C=C2)C(=NN3)C=CC4=CC=CC=N4. Drug 2: CC1=C(C=C(C=C1)C(=O)NC2=CC(=CC(=C2)C(F)(F)F)N3C=C(N=C3)C)NC4=NC=CC(=N4)C5=CN=CC=C5. Cell line: HOP-92. Synergy scores: CSS=3.57, Synergy_ZIP=0.250, Synergy_Bliss=0.240, Synergy_Loewe=-0.842, Synergy_HSA=-1.07. (3) Synergy scores: CSS=22.5, Synergy_ZIP=-1.28, Synergy_Bliss=2.37, Synergy_Loewe=-12.9, Synergy_HSA=1.60. Cell line: HT29. Drug 2: CN(CCCl)CCCl.Cl. Drug 1: CC1=C(C(CCC1)(C)C)C=CC(=CC=CC(=CC(=O)O)C)C. (4) Drug 1: C1CCC(C1)C(CC#N)N2C=C(C=N2)C3=C4C=CNC4=NC=N3. Drug 2: C(CN)CNCCSP(=O)(O)O. Cell line: HCC-2998. Synergy scores: CSS=-2.68, Synergy_ZIP=3.00, Synergy_Bliss=-4.11, Synergy_Loewe=-8.51, Synergy_HSA=-8.80.